Dataset: Ames mutagenicity test results for genotoxicity prediction. Task: Regression/Classification. Given a drug SMILES string, predict its toxicity properties. Task type varies by dataset: regression for continuous values (e.g., LD50, hERG inhibition percentage) or binary classification for toxic/non-toxic outcomes (e.g., AMES mutagenicity, cardiotoxicity, hepatotoxicity). Dataset: ames. (1) The compound is O=C1c2ccccc2C(=O)c2c1cc(O)c(C(=O)O)c2O. The result is 0 (non-mutagenic). (2) The molecule is CC(c1ccccc1)N(C)C. The result is 0 (non-mutagenic). (3) The result is 1 (mutagenic). The compound is O=C1Nc2ccc(S(=O)(=O)O)cc2C1=O. (4) The result is 1 (mutagenic). The compound is CCc1c2ccccc2cc2c1ccc1ccccc12. (5) The compound is CN(C)CCCNc1c2ccccc2nc2c([N+](=O)[O-])cccc12. The result is 1 (mutagenic). (6) The drug is c1ccc(P(c2ccccc2)c2ccccc2)cc1. The result is 0 (non-mutagenic). (7) The drug is C=C(C)C(=O)OCCCCC. The result is 0 (non-mutagenic).